From a dataset of NCI-60 drug combinations with 297,098 pairs across 59 cell lines. Regression. Given two drug SMILES strings and cell line genomic features, predict the synergy score measuring deviation from expected non-interaction effect. (1) Drug 1: C1=CC(=CC=C1CC(C(=O)O)N)N(CCCl)CCCl.Cl. Drug 2: C1CNP(=O)(OC1)N(CCCl)CCCl. Cell line: TK-10. Synergy scores: CSS=6.45, Synergy_ZIP=-1.26, Synergy_Bliss=0.433, Synergy_Loewe=-2.42, Synergy_HSA=-2.39. (2) Drug 1: C1C(C(OC1N2C=NC3=C(N=C(N=C32)Cl)N)CO)O. Drug 2: COCCOC1=C(C=C2C(=C1)C(=NC=N2)NC3=CC=CC(=C3)C#C)OCCOC.Cl. Cell line: MDA-MB-231. Synergy scores: CSS=36.0, Synergy_ZIP=-1.51, Synergy_Bliss=-1.69, Synergy_Loewe=-20.8, Synergy_HSA=0.0242. (3) Drug 2: C1=NC2=C(N1)C(=S)N=C(N2)N. Cell line: NCI/ADR-RES. Drug 1: C1CCN(CC1)CCOC2=CC=C(C=C2)C(=O)C3=C(SC4=C3C=CC(=C4)O)C5=CC=C(C=C5)O. Synergy scores: CSS=41.8, Synergy_ZIP=0.760, Synergy_Bliss=0.985, Synergy_Loewe=-0.892, Synergy_HSA=1.87. (4) Drug 1: CN(CCCl)CCCl.Cl. Drug 2: N.N.Cl[Pt+2]Cl. Cell line: LOX IMVI. Synergy scores: CSS=65.5, Synergy_ZIP=0.604, Synergy_Bliss=0.0343, Synergy_Loewe=4.13, Synergy_HSA=6.61. (5) Drug 1: CN1C(=O)N2C=NC(=C2N=N1)C(=O)N. Drug 2: CCC1(C2=C(COC1=O)C(=O)N3CC4=CC5=C(C=CC(=C5CN(C)C)O)N=C4C3=C2)O.Cl. Cell line: OVCAR3. Synergy scores: CSS=32.6, Synergy_ZIP=0.261, Synergy_Bliss=-0.177, Synergy_Loewe=-30.3, Synergy_HSA=2.59. (6) Drug 1: CC12CCC(CC1=CCC3C2CCC4(C3CC=C4C5=CN=CC=C5)C)O. Drug 2: CCC1(CC2CC(C3=C(CCN(C2)C1)C4=CC=CC=C4N3)(C5=C(C=C6C(=C5)C78CCN9C7C(C=CC9)(C(C(C8N6C)(C(=O)OC)O)OC(=O)C)CC)OC)C(=O)OC)O.OS(=O)(=O)O. Cell line: MALME-3M. Synergy scores: CSS=41.7, Synergy_ZIP=6.36, Synergy_Bliss=9.16, Synergy_Loewe=-20.0, Synergy_HSA=8.66. (7) Drug 1: CNC(=O)C1=CC=CC=C1SC2=CC3=C(C=C2)C(=NN3)C=CC4=CC=CC=N4. Drug 2: CCCCC(=O)OCC(=O)C1(CC(C2=C(C1)C(=C3C(=C2O)C(=O)C4=C(C3=O)C=CC=C4OC)O)OC5CC(C(C(O5)C)O)NC(=O)C(F)(F)F)O. Cell line: NCI/ADR-RES. Synergy scores: CSS=-0.900, Synergy_ZIP=-0.185, Synergy_Bliss=-2.20, Synergy_Loewe=-3.04, Synergy_HSA=-2.78.